This data is from Forward reaction prediction with 1.9M reactions from USPTO patents (1976-2016). The task is: Predict the product of the given reaction. Given the reactants [NH2:1][C@@H:2]1[C:8](=[O:9])[N:7]([CH2:10][CH2:11][O:12][CH3:13])[C:6]2[CH:14]=[CH:15][CH:16]=[CH:17][C:5]=2[C:4]2[CH:18]=[CH:19][CH:20]=[CH:21][C:3]1=2.[CH2:22]([O:24][C:25](=[O:32])[C:26]([OH:31])([CH3:30])[C:27](O)=[O:28])[CH3:23], predict the reaction product. The product is: [CH2:22]([O:24][C:25](=[O:32])[C:26]([OH:31])([CH3:30])[C:27]([NH:1][C@@H:2]1[C:8](=[O:9])[N:7]([CH2:10][CH2:11][O:12][CH3:13])[C:6]2[CH:14]=[CH:15][CH:16]=[CH:17][C:5]=2[C:4]2[CH:18]=[CH:19][CH:20]=[CH:21][C:3]1=2)=[O:28])[CH3:23].